This data is from NCI-60 drug combinations with 297,098 pairs across 59 cell lines. The task is: Regression. Given two drug SMILES strings and cell line genomic features, predict the synergy score measuring deviation from expected non-interaction effect. (1) Drug 2: B(C(CC(C)C)NC(=O)C(CC1=CC=CC=C1)NC(=O)C2=NC=CN=C2)(O)O. Drug 1: CC(C1=C(C=CC(=C1Cl)F)Cl)OC2=C(N=CC(=C2)C3=CN(N=C3)C4CCNCC4)N. Cell line: HOP-62. Synergy scores: CSS=-3.18, Synergy_ZIP=1.91, Synergy_Bliss=-0.825, Synergy_Loewe=-3.89, Synergy_HSA=-3.96. (2) Drug 1: COCCOC1=C(C=C2C(=C1)C(=NC=N2)NC3=CC=CC(=C3)C#C)OCCOC.Cl. Drug 2: CC1C(C(CC(O1)OC2CC(CC3=C2C(=C4C(=C3O)C(=O)C5=CC=CC=C5C4=O)O)(C(=O)C)O)N)O. Cell line: PC-3. Synergy scores: CSS=59.9, Synergy_ZIP=-4.53, Synergy_Bliss=-1.22, Synergy_Loewe=3.44, Synergy_HSA=4.38. (3) Drug 1: C1=NC2=C(N=C(N=C2N1C3C(C(C(O3)CO)O)O)F)N. Drug 2: CS(=O)(=O)OCCCCOS(=O)(=O)C. Cell line: A498. Synergy scores: CSS=6.65, Synergy_ZIP=-2.14, Synergy_Bliss=-1.90, Synergy_Loewe=0.401, Synergy_HSA=-0.970. (4) Drug 1: CC1OCC2C(O1)C(C(C(O2)OC3C4COC(=O)C4C(C5=CC6=C(C=C35)OCO6)C7=CC(=C(C(=C7)OC)O)OC)O)O. Drug 2: C1CN(P(=O)(OC1)NCCCl)CCCl. Cell line: UO-31. Synergy scores: CSS=14.0, Synergy_ZIP=-4.66, Synergy_Bliss=-1.02, Synergy_Loewe=-23.3, Synergy_HSA=0.609. (5) Drug 1: CCCS(=O)(=O)NC1=C(C(=C(C=C1)F)C(=O)C2=CNC3=C2C=C(C=N3)C4=CC=C(C=C4)Cl)F. Drug 2: CC12CCC3C(C1CCC2O)C(CC4=C3C=CC(=C4)O)CCCCCCCCCS(=O)CCCC(C(F)(F)F)(F)F. Cell line: SNB-19. Synergy scores: CSS=-1.16, Synergy_ZIP=1.40, Synergy_Bliss=0.179, Synergy_Loewe=-0.807, Synergy_HSA=-2.65.